Dataset: Reaction yield outcomes from USPTO patents with 853,638 reactions. Task: Predict the reaction yield, written as a fraction of the theoretical maximum amount of product (1.0 means a 100% yield; for example, 0.34 means a 34% yield). (1) The reactants are [F:1][C:2]([F:13])([F:12])[C:3]1[CH:4]=[C:5]([CH:7]=[CH:8][C:9]=1[C:10]#[N:11])[NH2:6].[C:14]1(=O)[O:19][C:17](=[O:18])[CH:16]=[CH:15]1. The catalyst is C(O)(=O)C. The product is [O:18]=[C:17]1[CH:16]=[CH:15][C:14](=[O:19])[N:6]1[C:5]1[CH:7]=[CH:8][C:9]([C:10]#[N:11])=[C:3]([C:2]([F:12])([F:13])[F:1])[CH:4]=1. The yield is 0.610. (2) The reactants are Cl.N[OH:3].Cl[C:5](Cl)(Cl)[CH:6]([OH:8])O.S([O-])([O-])(=O)=O.[Na+].[Na+].[F:18][C:19]1[CH:20]=[C:21]([CH:23]=[C:24]([F:26])[CH:25]=1)[NH2:22]. The catalyst is O. The product is [F:18][C:19]1[CH:25]=[C:24]([F:26])[CH:23]=[C:21]2[C:20]=1[C:6](=[O:8])[C:5](=[O:3])[NH:22]2. The yield is 0.690.